The task is: Predict the reactants needed to synthesize the given product.. This data is from Full USPTO retrosynthesis dataset with 1.9M reactions from patents (1976-2016). (1) Given the product [CH3:28][O:29][C:30]1[CH:35]=[C:18]([N:6]2[CH2:5][CH2:10][CH:9]([CH2:11][N:12]3[CH2:13][CH2:14][CH2:15][CH2:16][CH2:17]3)[CH2:8][CH2:7]2)[CH:33]=[CH:32][C:31]=1[N+:37]([O-:39])=[O:38], predict the reactants needed to synthesize it. The reactants are: CC([CH:5]1[CH2:10][CH:9]([CH2:11][N:12]2[CH2:17][CH2:16][CH2:15][CH2:14][CH2:13]2)[CH2:8][CH2:7][N:6]1[C:18]([O-])=O)(C)C.C(O)(C(F)(F)F)=O.[CH3:28][O:29][C:30]1[CH:35]=C(F)[CH:33]=[CH:32][C:31]=1[N+:37]([O-:39])=[O:38].C([O-])([O-])=O.[K+].[K+]. (2) Given the product [C:1]([C:3]1[CH:4]=[CH:5][C:6]2[O:10][C:9]([CH:11]([C:12]3[C:20]([O:21][CH3:22])=[CH:19][C:18]([CH3:23])=[C:17]4[C:13]=3[CH:14]=[CH:15][N:16]4[C:24]([O:26][C:27]([CH3:28])([CH3:30])[CH3:29])=[O:25])[CH3:35])=[N:8][C:7]=2[CH:31]=1)#[N:2], predict the reactants needed to synthesize it. The reactants are: [C:1]([C:3]1[CH:4]=[CH:5][C:6]2[O:10][C:9]([CH2:11][C:12]3[C:20]([O:21][CH3:22])=[CH:19][C:18]([CH3:23])=[C:17]4[C:13]=3[CH:14]=[CH:15][N:16]4[C:24]([O:26][C:27]([CH3:30])([CH3:29])[CH3:28])=[O:25])=[N:8][C:7]=2[CH:31]=1)#[N:2].CI.[Li+].[CH3:35][Si]([N-][Si](C)(C)C)(C)C. (3) Given the product [Cl:20][C:21]1[N:30]=[C:29]([C:31]2[CH:36]=[CH:35][CH:34]=[C:33]([Cl:37])[CH:32]=2)[C:28]2[C:23](=[CH:24][CH:25]=[C:26]([C:38]([C:6]3[N:2]([CH3:1])[CH:3]=[N:4][CH:5]=3)([C:40]3[CH:41]=[CH:42][C:43]([CH3:46])=[CH:44][CH:45]=3)[OH:39])[CH:27]=2)[N:22]=1, predict the reactants needed to synthesize it. The reactants are: [CH3:1][N:2]1[CH:6]=[CH:5][N:4]=[CH:3]1.[Li]CCCC.Cl[Si](CC)(CC)CC.[Cl:20][C:21]1[N:30]=[C:29]([C:31]2[CH:36]=[CH:35][CH:34]=[C:33]([Cl:37])[CH:32]=2)[C:28]2[C:23](=[CH:24][CH:25]=[C:26]([C:38]([C:40]3[CH:45]=[CH:44][C:43]([CH3:46])=[CH:42][CH:41]=3)=[O:39])[CH:27]=2)[N:22]=1. (4) Given the product [Cl:1][C:2]1[CH:18]=[CH:17][C:5]2[S:6][C:7]([C:10]3[N:11]=[C:12]([NH2:16])[N:13]=[C:14]([NH2:23])[CH:15]=3)=[C:8]([CH3:9])[C:4]=2[CH:3]=1, predict the reactants needed to synthesize it. The reactants are: [Cl:1][C:2]1[CH:18]=[CH:17][C:5]2[S:6][C:7]([C:10]3[CH:15]=[CH:14][N:13]=[C:12]([NH2:16])[N:11]=3)=[C:8]([CH3:9])[C:4]=2[CH:3]=1.ClC1N=C(N)[N:23]=C(N)C=1.ClC1N=C(Cl)C=CN=1. (5) Given the product [Cl:52][C:53]1[CH:58]=[CH:57][C:56]([NH:59][C:60](=[O:61])[NH:32][C:33]2[CH:34]=[CH:35][C:36]([C:39]3[S:43][C:42]([CH2:44][C:45]([CH3:51])([CH3:50])[C:46]([O:48][CH3:49])=[O:47])=[N:41][CH:40]=3)=[CH:37][CH:38]=2)=[C:55]([O:62][C:63]2[CH:64]=[CH:65][CH:66]=[CH:67][CH:68]=2)[CH:54]=1, predict the reactants needed to synthesize it. The reactants are: FC(F)(F)C1C=C(NC(=O)NC2C=CC(C3SC(CCC(OC)=O)=NC=3)=CC=2)C=CC=1.[NH2:32][C:33]1[CH:38]=[CH:37][C:36]([C:39]2[S:43][C:42]([CH2:44][C:45]([CH3:51])([CH3:50])[C:46]([O:48][CH3:49])=[O:47])=[N:41][CH:40]=2)=[CH:35][CH:34]=1.[Cl:52][C:53]1[CH:58]=[CH:57][C:56]([N:59]=[C:60]=[O:61])=[C:55]([O:62][C:63]2[CH:68]=[CH:67][CH:66]=[CH:65][CH:64]=2)[CH:54]=1. (6) Given the product [F:2][C:3]1[CH:4]=[C:5]2[C:10](=[CH:11][CH:12]=1)[O:9][CH2:8][CH2:7][CH:6]2[CH2:13][NH2:14], predict the reactants needed to synthesize it. The reactants are: Cl.[F:2][C:3]1[CH:4]=[C:5]2[C:10](=[CH:11][CH:12]=1)[O:9][CH2:8][CH:7]=[C:6]2[CH2:13][NH2:14].